Dataset: Forward reaction prediction with 1.9M reactions from USPTO patents (1976-2016). Task: Predict the product of the given reaction. Given the reactants [CH3:1][O:2][C:3]1[CH:8]=[CH:7][C:6]([N:9]2[C:13]([C:14]3[CH:19]=[CH:18][C:17]([N+:20]([O-])=[O:21])=[CH:16][CH:15]=3)=[CH:12][CH:11]=[N:10]2)=[CH:5][CH:4]=1.[CH3:23][O:24][C:25]1[CH:30]=[CH:29][C:28]([CH2:31]C#N)=[CH:27][CH:26]=1, predict the reaction product. The product is: [CH3:23][O:24][C:25]1[CH:30]=[CH:29][C:28]([C:31]2[O:21][N:20]=[C:17]3[CH:18]=[CH:19][C:14]([C:13]4[N:9]([C:6]5[CH:5]=[CH:4][C:3]([O:2][CH3:1])=[CH:8][CH:7]=5)[N:10]=[CH:11][CH:12]=4)=[CH:15][C:16]=23)=[CH:27][CH:26]=1.